This data is from Forward reaction prediction with 1.9M reactions from USPTO patents (1976-2016). The task is: Predict the product of the given reaction. (1) Given the reactants Cl[C:2]1[C:7]([CH2:8][CH2:9][OH:10])=[C:6]([Cl:11])[N:5]=[C:4]([S:12][CH3:13])[N:3]=1.[F:14][C:15]1([F:20])[CH2:18][CH:17]([NH2:19])[CH2:16]1.CCN(C(C)C)C(C)C, predict the reaction product. The product is: [Cl:11][C:6]1[C:7]([CH2:8][CH2:9][OH:10])=[C:2]([NH:19][CH:17]2[CH2:18][C:15]([F:20])([F:14])[CH2:16]2)[N:3]=[C:4]([S:12][CH3:13])[N:5]=1. (2) Given the reactants C([O:8][C:9]1[CH:10]=[C:11]([CH2:17][C@H:18]([NH:35][C:36](=[O:47])[C@H:37]([NH:39][C:40](=[O:46])[CH2:41][C:42]([OH:45])([CH3:44])[CH3:43])[CH3:38])[C:19]([NH:21][C@@H:22]([CH2:29][CH:30]2[CH2:34][CH2:33][CH2:32][CH2:31]2)[C:23]([C@@:25]2([CH3:28])[CH2:27][O:26]2)=[O:24])=[O:20])[CH:12]=[CH:13][C:14]=1[O:15][CH3:16])C1C=CC=CC=1, predict the reaction product. The product is: [CH:30]1([CH2:29][C@H:22]([NH:21][C:19](=[O:20])[C@@H:18]([NH:35][C:36](=[O:47])[C@H:37]([NH:39][C:40](=[O:46])[CH2:41][C:42]([OH:45])([CH3:44])[CH3:43])[CH3:38])[CH2:17][C:11]2[CH:12]=[CH:13][C:14]([O:15][CH3:16])=[C:9]([OH:8])[CH:10]=2)[C:23]([C@@:25]2([CH3:28])[CH2:27][O:26]2)=[O:24])[CH2:34][CH2:33][CH2:32][CH2:31]1. (3) Given the reactants [CH:1]1([N:5]2[CH2:11][CH2:10][C:9]3[CH:12]=[CH:13][C:14]([O:16][C:17]4[CH:22]=[CH:21][C:20](I)=[CH:19][N:18]=4)=[CH:15][C:8]=3[CH2:7][CH2:6]2)[CH2:4][CH2:3][CH2:2]1.[NH:24]1[CH2:28][CH2:27][CH2:26][C:25]1=[O:29].C(=O)([O-])[O-].[K+].[K+], predict the reaction product. The product is: [CH:1]1([N:5]2[CH2:11][CH2:10][C:9]3[CH:12]=[CH:13][C:14]([O:16][C:17]4[N:18]=[CH:19][C:20]([N:24]5[CH2:28][CH2:27][CH2:26][C:25]5=[O:29])=[CH:21][CH:22]=4)=[CH:15][C:8]=3[CH2:7][CH2:6]2)[CH2:4][CH2:3][CH2:2]1. (4) Given the reactants [Cl:1][C:2]1[CH:7]=[CH:6][C:5]([Cl:8])=[CH:4][C:3]=1[S:9]([NH:12][C@H:13]1[CH2:17][N:16]([C:18](OC(C)(C)C)=O)[C@@H:15]([CH2:25][O:26][C:27](=[O:32])[C:28]([CH3:31])([CH3:30])[CH3:29])[CH2:14]1)(=[O:11])=[O:10].Cl.CC[N:36](C(C)C)C(C)C.BrC#N.C(O)C(N)(CO)CO, predict the reaction product. The product is: [CH3:30][C:28]([CH3:31])([CH3:29])[C:27]([O:26][CH2:25][C@H:15]1[CH2:14][C@@H:13]([NH:12][S:9]([C:3]2[CH:4]=[C:5]([Cl:8])[CH:6]=[CH:7][C:2]=2[Cl:1])(=[O:10])=[O:11])[CH2:17][N:16]1[C:18]#[N:36])=[O:32]. (5) Given the reactants [Br:1][C:2]1[C:3]([C:11]2[CH:12]=[N:13][CH:14]=[CH:15][CH:16]=2)=[N:4][O:5][C:6]=1[Si](C)(C)C.[NH4+].[OH-], predict the reaction product. The product is: [Br:1][C:2]1[C:3]([C:11]2[CH:12]=[N:13][CH:14]=[CH:15][CH:16]=2)=[N:4][O:5][CH:6]=1. (6) Given the reactants C([O:4][C:5]1[CH:10]=[CH:9][CH:8]=[CH:7][C:6]=1[CH2:11][N:12]1[C:20]2[C:15](=[N:16][CH:17]=[C:18]([C:21]3[CH:26]=[CH:25][CH:24]=[CH:23][CH:22]=3)[CH:19]=2)[N:14]=[C:13]1[C:27]1[CH:32]=[CH:31][CH:30]=[C:29]([O:33][CH3:34])[CH:28]=1)(=O)C.[OH-].[Li+].O, predict the reaction product. The product is: [CH3:34][O:33][C:29]1[CH:28]=[C:27]([C:13]2[N:12]([CH2:11][C:6]3[CH:7]=[CH:8][CH:9]=[CH:10][C:5]=3[OH:4])[C:20]3[C:15]([N:14]=2)=[N:16][CH:17]=[C:18]([C:21]2[CH:26]=[CH:25][CH:24]=[CH:23][CH:22]=2)[CH:19]=3)[CH:32]=[CH:31][CH:30]=1. (7) Given the reactants [Br:1][C:2]1[C:3]([Cl:11])=[N:4][CH:5]=[C:6]([CH:10]=1)[C:7]([OH:9])=O.[Cl:12][C:13]1[CH:14]=[C:15]([CH:17]=[CH:18][C:19]=1[O:20][C:21]([F:24])([F:23])[F:22])[NH2:16], predict the reaction product. The product is: [Br:1][C:2]1[C:3]([Cl:11])=[N:4][CH:5]=[C:6]([CH:10]=1)[C:7]([NH:16][C:15]1[CH:17]=[CH:18][C:19]([O:20][C:21]([F:22])([F:23])[F:24])=[C:13]([Cl:12])[CH:14]=1)=[O:9]. (8) The product is: [C:21]1([CH:27]2[CH2:31][CH2:30][N:29]([CH2:1][C:3]3[CH:4]=[CH:5][C:6]4[O:12][C:11]5[CH:13]=[CH:14][C:15]([C:17]([NH2:19])=[O:18])=[CH:16][C:10]=5[CH2:9][CH2:8][C:7]=4[CH:20]=3)[CH2:28]2)[CH:26]=[CH:25][CH:24]=[CH:23][CH:22]=1. Given the reactants [CH:1]([C:3]1[CH:4]=[CH:5][C:6]2[O:12][C:11]3[CH:13]=[CH:14][C:15]([C:17]([NH2:19])=[O:18])=[CH:16][C:10]=3[CH2:9][CH2:8][C:7]=2[CH:20]=1)=O.[C:21]1([CH:27]2[CH2:31][CH2:30][NH:29][CH2:28]2)[CH:26]=[CH:25][CH:24]=[CH:23][CH:22]=1.[BH-](OC(C)=O)(OC(C)=O)OC(C)=O.[Na+], predict the reaction product. (9) Given the reactants [CH:1](/B(O)O)=[CH:2]\[CH3:3].[CH2:7](N(CC)CC)C.FC(F)(F)S(O[C:20]1[CH2:21][C@H:22]2[C:28](=[O:29])[N:27]([CH2:30][O:31][CH2:32][CH2:33][Si:34]([CH3:37])([CH3:36])[CH3:35])[C:26]3[CH:38]=[C:39]([O:44][CH2:45][CH2:46][CH2:47][O:48][C:49]4C(OC)=C[C:52]5[C:58](=[O:59])[N:57]6[CH:60]=[C:61](/[CH:63]=[CH:64]/[CH2:65][NH:66][C:67]([O:69][CH2:70][CH:71]7[C:83]8[CH:82]=[CH:81][CH:80]=[CH:79][C:78]=8[C:77]8[C:72]7=[CH:73][CH:74]=[CH:75][CH:76]=8)=[O:68])[CH2:62][C@H:56]6[C:55](=[O:84])[N:54]([CH2:85][O:86][CH2:87][CH2:88][Si:89]([CH3:92])([CH3:91])[CH3:90])[C:53]=5[CH:93]=4)[C:40]([O:42][CH3:43])=[CH:41][C:25]=3[C:24](=[O:96])[N:23]2[CH:97]=1)(=O)=O.[CH2:100]([OH:102])[CH3:101], predict the reaction product. The product is: [CH3:7][O:102][C:100]1[C:49]([O:48][CH2:47][CH2:46][CH2:45][O:44][C:39]2[C:40]([O:42][CH3:43])=[CH:41][C:25]3[C:24](=[O:96])[N:23]4[CH:97]=[C:20](/[CH:1]=[CH:2]/[CH3:3])[CH2:21][C@H:22]4[C:28](=[O:29])[N:27]([CH2:30][O:31][CH2:32][CH2:33][Si:34]([CH3:36])([CH3:37])[CH3:35])[C:26]=3[CH:38]=2)=[CH:93][C:53]2[N:54]([CH2:85][O:86][CH2:87][CH2:88][Si:89]([CH3:90])([CH3:92])[CH3:91])[C:55](=[O:84])[C@@H:56]3[CH2:62][C:61](/[CH:63]=[CH:64]/[CH2:65][NH:66][C:67](=[O:68])[O:69][CH2:70][CH:71]4[C:72]5[CH:73]=[CH:74][CH:75]=[CH:76][C:77]=5[C:78]5[C:83]4=[CH:82][CH:81]=[CH:80][CH:79]=5)=[CH:60][N:57]3[C:58](=[O:59])[C:52]=2[CH:101]=1.